From a dataset of Full USPTO retrosynthesis dataset with 1.9M reactions from patents (1976-2016). Predict the reactants needed to synthesize the given product. (1) Given the product [NH2:2][C:1]1[S:8][CH:9]=[CH:10][C:3]=1[C:4]([O:6][CH3:7])=[O:5], predict the reactants needed to synthesize it. The reactants are: [C:1]([CH2:3][C:4]([O:6][CH3:7])=[O:5])#[N:2].[S:8]1CC(O)S[CH2:10][CH:9]1O.C(N(CC)CC)C. (2) Given the product [CH3:21][CH:20]([CH3:22])[CH2:19][C:16]1[CH:17]=[CH:18][C:13]([C:11]2[O:10][N:9]=[C:8]([C:5]3[CH:6]=[CH:7][C:2]([C:24]#[N:25])=[CH:3][C:4]=3[CH3:23])[N:12]=2)=[CH:14][CH:15]=1, predict the reactants needed to synthesize it. The reactants are: Br[C:2]1[CH:7]=[CH:6][C:5]([C:8]2[N:12]=[C:11]([C:13]3[CH:18]=[CH:17][C:16]([CH2:19][CH:20]([CH3:22])[CH3:21])=[CH:15][CH:14]=3)[O:10][N:9]=2)=[C:4]([CH3:23])[CH:3]=1.[CH3:24][N:25](C=O)C.